This data is from Full USPTO retrosynthesis dataset with 1.9M reactions from patents (1976-2016). The task is: Predict the reactants needed to synthesize the given product. (1) Given the product [Cl:3][C:4]1[CH:5]=[CH:6][C:7]2=[N:10][O:12][C:25]([C:17]3[CH:18]=[C:19]([O:23][CH3:24])[C:20]([O:21][CH3:22])=[C:15]([O:14][CH3:13])[CH:16]=3)=[C:8]2[CH:9]=1, predict the reactants needed to synthesize it. The reactants are: [OH-].[K+].[Cl:3][C:4]1[CH:9]=[CH:8][C:7]([N+:10]([O-:12])=O)=[CH:6][CH:5]=1.[CH3:13][O:14][C:15]1[CH:16]=[C:17]([CH2:25]C#N)[CH:18]=[C:19]([O:23][CH3:24])[C:20]=1[O:21][CH3:22].O. (2) Given the product [F:81][C:76]1[CH:75]=[C:74]([CH2:73][C@H:72]([NH:82][C:83](=[O:84])[C:85]2[CH:93]=[C:92]([CH3:94])[CH:91]=[C:87]([C:88]([N:9]([CH2:10][CH2:53][CH3:52])[CH2:1][CH2:2][CH3:3])=[O:90])[CH:86]=2)[C@H:71]([OH:95])[C@H:63]2[CH2:64][C@@H:65]([O:67][CH2:68][CH2:69][CH3:70])[CH2:66][NH:62]2)[CH:79]=[C:78]([F:80])[CH:77]=1, predict the reactants needed to synthesize it. The reactants are: [C:1]([NH:9][C:10]1C=C(C=[C:52](C)[CH:53]=1)C(N[C@@H](CC1C=C(F)C=C(F)C=1)[C@@H]([C@H]1C[C@@H](OCCC)CN1C(OC(C)(C)C)=O)O[Si](C(C)(C)C)(C)C)=O)(=O)[C:2]1C=CC=C[CH:3]=1.C(OC([N:62]1[CH2:66][C@H:65]([O:67][CH2:68][CH2:69][CH3:70])[CH2:64][C@@H:63]1[C@@H:71]([O:95][Si](C(C)(C)C)(C)C)[C@@H:72]([NH:82][C:83]([C:85]1[CH:86]=[C:87]([CH:91]=[C:92]([CH3:94])[CH:93]=1)[C:88]([OH:90])=O)=[O:84])[CH2:73][C:74]1[CH:79]=[C:78]([F:80])[CH:77]=[C:76]([F:81])[CH:75]=1)=O)(C)(C)C.CCN(C(C)C)C(C)C.CN(C(ON1N=NC2C=CC=NC1=2)=[N+](C)C)C.F[P-](F)(F)(F)(F)F.C(NCCC)CC. (3) Given the product [CH2:12]([O:19][C:2]1[CH:7]=[CH:6][CH:5]=[C:4]([F:8])[C:3]=1[N+:9]([O-:11])=[O:10])[C:13]1[CH:18]=[CH:17][CH:16]=[CH:15][CH:14]=1, predict the reactants needed to synthesize it. The reactants are: F[C:2]1[CH:7]=[CH:6][CH:5]=[C:4]([F:8])[C:3]=1[N+:9]([O-:11])=[O:10].[CH2:12]([OH:19])[C:13]1[CH:18]=[CH:17][CH:16]=[CH:15][CH:14]=1.C(=O)([O-])[O-].[K+].[K+].CCOC(C)=O.